Predict the product of the given reaction. From a dataset of Forward reaction prediction with 1.9M reactions from USPTO patents (1976-2016). The product is: [Cl:1][C:2]1[C:11]2[C:6](=[CH:7][CH:8]=[C:9]([CH:12]([C:14]3[N:41]([CH3:40])[C:42]([CH3:48])=[N:43][CH:19]=3)[OH:13])[CH:10]=2)[N:5]=[C:4]([O:22][CH3:23])[C:3]=1[CH2:24][C:25]1[CH:26]=[CH:27][C:28]([C:31]([F:32])([F:34])[F:33])=[CH:29][CH:30]=1. Given the reactants [Cl:1][C:2]1[C:11]2[C:6](=[CH:7][CH:8]=[C:9]([CH:12]([C:14]3C(C)=NC(C)=C[CH:19]=3)[OH:13])[CH:10]=2)[N:5]=[C:4]([O:22][CH3:23])[C:3]=1[CH2:24][C:25]1[CH:30]=[CH:29][C:28]([C:31]([F:34])([F:33])[F:32])=[CH:27][CH:26]=1.[Li]CCCC.[CH3:40][N:41]1C(C=O)=C[N:43]=[C:42]1[CH3:48], predict the reaction product.